Predict the reaction yield, written as a fraction of the theoretical maximum amount of product (1.0 means a 100% yield; for example, 0.34 means a 34% yield). From a dataset of Reaction yield outcomes from USPTO patents with 853,638 reactions. The reactants are [CH:1]1[S:2][CH:3]=[C:4]2[C:9]=1[CH:8]=[C:7]([C:10]([O:12]C)=[O:11])[N:6]=[CH:5]2.[OH-].[Na+]. The catalyst is CO.O. The product is [CH:1]1[S:2][CH:3]=[C:4]2[C:9]=1[CH:8]=[C:7]([C:10]([OH:12])=[O:11])[N:6]=[CH:5]2. The yield is 0.970.